Dataset: Catalyst prediction with 721,799 reactions and 888 catalyst types from USPTO. Task: Predict which catalyst facilitates the given reaction. (1) Reactant: [Cl-].[NH4+].[Cl:3][C:4]1[CH:9]=[CH:8][C:7]([CH:10]([NH:23][C:24](=[O:30])[O:25][C:26]([CH3:29])([CH3:28])[CH3:27])[CH2:11][CH2:12][NH:13][C:14](OC2C=CC=CC=2)=[O:15])=[CH:6][CH:5]=1.C([N:33](CC)CC)C. Product: [Cl:3][C:4]1[CH:9]=[CH:8][C:7]([CH:10]([NH:23][C:24](=[O:30])[O:25][C:26]([CH3:29])([CH3:28])[CH3:27])[CH2:11][CH2:12][NH:13][C:14]([NH2:33])=[O:15])=[CH:6][CH:5]=1. The catalyst class is: 3. (2) Reactant: C(O)(=O)C.[Cl:5][C:6]1[CH:7]=[N:8][N:9]([C:11]([CH3:18])([CH3:17])[C:12](=[NH:16])OCC)[CH:10]=1.[NH2:19][C:20]1[CH:21]=[CH:22][C:23]([N:27]2[CH2:32][CH2:31][CH2:30][C@@H:29]([C:33]([N:35]3[CH2:39][CH2:38][CH2:37][CH2:36]3)=[O:34])[CH2:28]2)=[N:24][C:25]=1N. Product: [Cl:5][C:6]1[CH:7]=[N:8][N:9]([C:11]([C:12]2[NH:16][C:25]3=[N:24][C:23]([N:27]4[CH2:32][CH2:31][CH2:30][C@@H:29]([C:33]([N:35]5[CH2:39][CH2:38][CH2:37][CH2:36]5)=[O:34])[CH2:28]4)=[CH:22][CH:21]=[C:20]3[N:19]=2)([CH3:17])[CH3:18])[CH:10]=1. The catalyst class is: 8.